This data is from Forward reaction prediction with 1.9M reactions from USPTO patents (1976-2016). The task is: Predict the product of the given reaction. (1) Given the reactants [CH2:1]([O:8][C:9](=[O:22])[NH:10][C@H:11]([C:15](=[O:21])[NH:16][CH2:17][CH2:18][CH:19]=O)[C@@H:12]([OH:14])[CH3:13])[C:2]1[CH:7]=[CH:6][CH:5]=[CH:4][CH:3]=1.[NH2:23][C@H:24]([C@@H:30]([OH:52])[C@H:31]1[C@@H:35]([O:36][C:37](=[O:39])[CH3:38])[C@@H:34]([O:40][C:41](=[O:43])[CH3:42])[C@H:33]([N:44]2[CH:49]=[CH:48][C:47](=[O:50])[NH:46][C:45]2=[O:51])[O:32]1)[C:25]([O:27][CH2:28][CH3:29])=[O:26].N[C@H]([C@@H](O)[C@H]1[C@@H](OC(=O)C)[C@@H](OC(=O)C)[C@@H](N2C=CC(=O)NC2=O)O1)C(OCC)=O.C(O[BH-](OC(=O)C)OC(=O)C)(=O)C.[Na+], predict the reaction product. The product is: [C:37]([O:36][C@H:35]1[C@@H:34]([O:40][C:41](=[O:43])[CH3:42])[C@@H:33]([N:44]2[CH:49]=[CH:48][C:47](=[O:50])[NH:46][C:45]2=[O:51])[O:32][C@@H:31]1[C@H:30]([OH:52])[CH:24]([C:25]([O:27][CH2:28][CH3:29])=[O:26])[NH:23][CH2:19][CH2:18][CH2:17][NH:16][C:15](=[O:21])[C@H:11]([C@@H:12]([OH:14])[CH3:13])[NH:10][C:9](=[O:22])[O:8][CH2:1][C:2]1[CH:7]=[CH:6][CH:5]=[CH:4][CH:3]=1)(=[O:39])[CH3:38]. (2) The product is: [CH3:1][O:2][C:3]1[CH:12]=[CH:11][C:6]([C:7]([OH:9])=[O:8])=[C:5]([C:13]2[CH:18]=[CH:17][C:16]([F:19])=[CH:15][CH:14]=2)[CH:4]=1. Given the reactants [CH3:1][O:2][C:3]1[CH:12]=[CH:11][C:6]([C:7]([O:9]C)=[O:8])=[C:5]([C:13]2[CH:18]=[CH:17][C:16]([F:19])=[CH:15][CH:14]=2)[CH:4]=1.[OH-].[Na+], predict the reaction product. (3) Given the reactants [C:1]([C:4]1[S:8][C:7]([C:9]2[CH:10]=[C:11]([Cl:30])[C:12]3[O:16][CH:15]([CH2:17][NH:18][C:19](=[O:28])/[CH:20]=[CH:21]/[C:22]4[CH:23]=[N:24][CH:25]=[CH:26][CH:27]=4)[CH2:14][C:13]=3[CH:29]=2)=[CH:6][CH:5]=1)(=[O:3])[CH3:2].[CH3:31][Mg]Br.[Cl-].[NH4+], predict the reaction product. The product is: [Cl:30][C:11]1[C:12]2[O:16][CH:15]([CH2:17][NH:18][C:19](=[O:28])/[CH:20]=[CH:21]/[C:22]3[CH:23]=[N:24][CH:25]=[CH:26][CH:27]=3)[CH2:14][C:13]=2[CH:29]=[C:9]([C:7]2[S:8][C:4]([C:1]([OH:3])([CH3:31])[CH3:2])=[CH:5][CH:6]=2)[CH:10]=1. (4) Given the reactants [Cl:1][C:2]1[C:3]([CH2:8][NH:9][C:10]([C@H:12]2[CH2:17][CH2:16][C@H:15]([CH2:18][NH:19][C:20](=[O:29])[O:21][CH2:22][C:23]3[CH:28]=[CH:27][CH:26]=[CH:25][CH:24]=3)[CH2:14][CH2:13]2)=O)=[N:4][CH:5]=[CH:6][N:7]=1.O=P(Cl)(Cl)Cl.C([O-])(O)=O.[Na+].O, predict the reaction product. The product is: [Cl:1][C:2]1[C:3]2[N:4]([C:10]([C@H:12]3[CH2:17][CH2:16][C@H:15]([CH2:18][NH:19][C:20](=[O:29])[O:21][CH2:22][C:23]4[CH:28]=[CH:27][CH:26]=[CH:25][CH:24]=4)[CH2:14][CH2:13]3)=[N:9][CH:8]=2)[CH:5]=[CH:6][N:7]=1. (5) The product is: [Cl:1][C:2]1[C:3]([O:28][C:26]2[CH:25]=[CH:24][C:23]3[B:19]([OH:29])[O:20][CH2:21][C:22]=3[CH:27]=2)=[N:4][C:5]([O:10][CH2:11][CH:12]([O:16][CH3:17])[CH2:13][O:14][CH3:15])=[C:6]([CH:9]=1)[C:7]#[N:8]. Given the reactants [Cl:1][C:2]1[C:3](Cl)=[N:4][C:5]([O:10][CH2:11][CH:12]([O:16][CH3:17])[CH2:13][O:14][CH3:15])=[C:6]([CH:9]=1)[C:7]#[N:8].[B:19]1([OH:29])[C:23]2[CH:24]=[CH:25][C:26]([OH:28])=[CH:27][C:22]=2[CH2:21][O:20]1.C([O-])([O-])=O.[Cs+].[Cs+], predict the reaction product.